From a dataset of Full USPTO retrosynthesis dataset with 1.9M reactions from patents (1976-2016). Predict the reactants needed to synthesize the given product. The reactants are: [F:1][C:2]([F:30])([F:29])[C:3]1[CH:8]=[C:7]([C:9]([F:12])([F:11])[F:10])[CH:6]=[CH:5][C:4]=1[C:13]1[CH:17]=[C:16]([CH2:18][N:19]2[CH:24]=[C:23]3[N:25]=[C:26](Br)[N:27]=[C:22]3[CH:21]=[N:20]2)[O:15][N:14]=1.[CH3:31][O:32][C:33]1[CH:38]=[CH:37][C:36](B(O)O)=[CH:35][CH:34]=1. Given the product [F:1][C:2]([F:30])([F:29])[C:3]1[CH:8]=[C:7]([C:9]([F:12])([F:11])[F:10])[CH:6]=[CH:5][C:4]=1[C:13]1[CH:17]=[C:16]([CH2:18][N:19]2[CH:24]=[C:23]3[N:25]=[C:26]([C:36]4[CH:37]=[CH:38][C:33]([O:32][CH3:31])=[CH:34][CH:35]=4)[N:27]=[C:22]3[CH:21]=[N:20]2)[O:15][N:14]=1, predict the reactants needed to synthesize it.